Dataset: Forward reaction prediction with 1.9M reactions from USPTO patents (1976-2016). Task: Predict the product of the given reaction. (1) The product is: [O:1]([C:8]1[C:9]([NH:18][C:19]2[S:20][CH:42]=[C:41]([CH:38]3[CH2:39][CH2:40][N:35]([C:32](=[O:34])[CH3:33])[CH2:36][CH2:37]3)[N:21]=2)=[N:10][CH:11]=[C:12]([C:14]([F:17])([F:15])[F:16])[CH:13]=1)[C:2]1[CH:3]=[CH:4][CH:5]=[CH:6][CH:7]=1. Given the reactants [O:1]([C:8]1[C:9]([NH:18][C:19]([NH2:21])=[S:20])=[N:10][CH:11]=[C:12]([C:14]([F:17])([F:16])[F:15])[CH:13]=1)[C:2]1[CH:7]=[CH:6][CH:5]=[CH:4][CH:3]=1.C(N(C(C)C)CC)(C)C.Br.[C:32]([N:35]1[CH2:40][CH2:39][CH:38]([C:41](=O)[CH2:42]Br)[CH2:37][CH2:36]1)(=[O:34])[CH3:33], predict the reaction product. (2) Given the reactants CC(C)(C)CO.CCN(CC)CC.ClCC(Cl)=O.Cl[CH2:20][C:21]([O:23][CH2:24][C:25]([CH3:28])([CH3:27])[CH3:26])=[O:22].[O:29]=[C:30]1[NH:35][C:34](=[O:36])[C:33]([S-:37])=[N:32][NH:31]1.[Na+].[OH-].[Na+], predict the reaction product. The product is: [O:29]=[C:30]1[NH:35][C:34](=[O:36])[C:33]([S:37][CH2:20][C:21]([O:23][CH2:24][C:25]([CH3:28])([CH3:27])[CH3:26])=[O:22])=[N:32][NH:31]1. (3) Given the reactants [CH3:1][O:2][C:3]1[CH:10]=[C:9]([O:11][CH3:12])[CH:8]=[C:7]([O:13][CH3:14])[C:4]=1[CH:5]=O.C([O-])(=O)C.[NH4+].[N+:20]([CH3:23])([O-:22])=[O:21], predict the reaction product. The product is: [CH3:1][O:2][C:3]1[CH:10]=[C:9]([O:11][CH3:12])[CH:8]=[C:7]([O:13][CH3:14])[C:4]=1[CH:5]=[CH:23][N+:20]([O-:22])=[O:21]. (4) Given the reactants S(=O)(=O)(O)O.[F:6][C:7]1[CH:12]=[CH:11][CH:10]=[CH:9][C:8]=1[NH:13][C:14](=[O:18])[CH:15]=NO.S([O-])([O-])(=O)=[O:20].[Na+].[Na+].C(OC(C)C)(=O)C, predict the reaction product. The product is: [F:6][C:7]1[CH:12]=[CH:11][CH:10]=[C:9]2[C:8]=1[NH:13][C:14](=[O:18])[C:15]2=[O:20]. (5) Given the reactants [Cl:1][C:2]1[CH:3]=[CH:4][C:5]([C@:8]([C:17]2[CH:22]=[C:21]([C:23]([F:26])([F:25])[F:24])[CH:20]=[C:19]([F:27])[CH:18]=2)([NH2:16])[CH2:9][C:10]2[CH:15]=[CH:14][CH:13]=[CH:12][CH:11]=2)=[N:6][CH:7]=1.C([O-])([O-])=O.[K+].[K+].[C:34](Cl)(=[O:45])[O:35][C:36]1[CH:41]=[CH:40][C:39]([N+:42]([O-:44])=[O:43])=[CH:38][CH:37]=1, predict the reaction product. The product is: [Cl:1][C:2]1[CH:3]=[CH:4][C:5]([C@@:8]([NH:16][C:34](=[O:45])[O:35][C:36]2[CH:37]=[CH:38][C:39]([N+:42]([O-:44])=[O:43])=[CH:40][CH:41]=2)([C:17]2[CH:22]=[C:21]([C:23]([F:26])([F:24])[F:25])[CH:20]=[C:19]([F:27])[CH:18]=2)[CH2:9][C:10]2[CH:11]=[CH:12][CH:13]=[CH:14][CH:15]=2)=[N:6][CH:7]=1. (6) Given the reactants [Br:1][C:2]1[CH:3]=[C:4]([CH:23]=[CH:24][CH:25]=1)[CH2:5][N:6]1[C:14]2[C:13](=[O:15])[N:12]([CH3:16])[C:11](=[O:17])[N:10]([CH3:18])[C:9]=2[N:8]=[C:7]1[CH2:19][CH2:20][CH2:21][OH:22].[H-].[Na+].I[CH2:29][CH3:30], predict the reaction product. The product is: [Br:1][C:2]1[CH:3]=[C:4]([CH:23]=[CH:24][CH:25]=1)[CH2:5][N:6]1[C:14]2[C:13](=[O:15])[N:12]([CH3:16])[C:11](=[O:17])[N:10]([CH3:18])[C:9]=2[N:8]=[C:7]1[CH2:19][CH2:20][CH2:21][O:22][CH2:29][CH3:30]. (7) The product is: [N:13]1[CH:18]=[CH:17][C:16]([C:2]2[CH:3]=[CH:4][C:5]3[O:10][CH2:9][C:8](=[O:11])[NH:7][C:6]=3[CH:12]=2)=[CH:15][CH:14]=1. Given the reactants Br[C:2]1[CH:3]=[CH:4][C:5]2[O:10][CH2:9][C:8](=[O:11])[NH:7][C:6]=2[CH:12]=1.[N:13]1[CH:18]=[CH:17][C:16](B(O)O)=[CH:15][CH:14]=1.C(=O)(O)[O-].[Na+].COCCOC, predict the reaction product.